Dataset: Peptide-MHC class I binding affinity with 185,985 pairs from IEDB/IMGT. Task: Regression. Given a peptide amino acid sequence and an MHC pseudo amino acid sequence, predict their binding affinity value. This is MHC class I binding data. (1) The peptide sequence is YTGDFDSVI. The MHC is HLA-A01:01 with pseudo-sequence HLA-A01:01. The binding affinity (normalized) is 0. (2) The peptide sequence is IYHKCDNAC. The MHC is HLA-A30:02 with pseudo-sequence HLA-A30:02. The binding affinity (normalized) is 0. (3) The peptide sequence is TPPIITEAI. The MHC is Mamu-A01 with pseudo-sequence Mamu-A01. The binding affinity (normalized) is 0.360. (4) The binding affinity (normalized) is 0.117. The MHC is HLA-A29:02 with pseudo-sequence HLA-A29:02. The peptide sequence is SGPSNTYPEI. (5) The peptide sequence is TAVPWNASW. The MHC is HLA-B45:01 with pseudo-sequence HLA-B45:01. The binding affinity (normalized) is 0. (6) The peptide sequence is YPIYGLQFH. The MHC is HLA-A02:03 with pseudo-sequence HLA-A02:03. The binding affinity (normalized) is 0.0847. (7) The peptide sequence is KTMAMVLSIV. The MHC is HLA-A02:03 with pseudo-sequence HLA-A02:03. The binding affinity (normalized) is 0.985.